This data is from Experimentally validated miRNA-target interactions with 360,000+ pairs, plus equal number of negative samples. The task is: Binary Classification. Given a miRNA mature sequence and a target amino acid sequence, predict their likelihood of interaction. (1) The miRNA is hsa-miR-1277-5p with sequence AAAUAUAUAUAUAUAUGUACGUAU. The protein sequence of the target gene is MAAEHLLPGPPPSLADFRLEAGGKGTERGSGSSKPTGSSRGPRMAKFLSQDQINEYKECFSLYDKQQRGKIKATDLMVAMRCLGASPTPGEVQRHLQTHGIDGNGELDFSTFLTIMHMQIKQEDPKKEILLAMLMVDKEKKGYVMASDLRSKLTSLGEKLTHKEVDDLFREADIEPNGKVKYDEFIHKITLPGRDY. Result: 1 (interaction). (2) The miRNA is mmu-miR-5627-5p with sequence AGAGGGUGCGCCGGGCCCUGCG. The protein sequence of the target gene is MDSRYNSTAGIGDLNQLSAAIPATRVEVSVSCRNLLDRDTFSKSDPICVLYVQGVGNKEWREFGRTEVIDNTLNPDFVRKFILDYFFEERENLRFDLYDVDSKSPNLSKHDFLGQVFCTLGEIVGSQGSRLEKPIVGIPGKKCGTIILTAEELNCCRDAVLMQFCANKLDKKDFFGKSDPFLVFYRSNEDGSFTICHKTEVVKNTLNPVWQAFKISVRALCNGDYDRTIKVEVYDWDRDGSHDFIGEFTTSYRELSRGQSQFNVYEVVNPKKKGKKKKYTNSGTVTLLSFLVETEVSFLD.... Result: 0 (no interaction). (3) The miRNA is mmu-miR-148a-3p with sequence UCAGUGCACUACAGAACUUUGU. The protein sequence of the target gene is MPGRAGVARFCLLALALQLHWPLAACEPGWTTRGSQEGSPPLQHELIIPQWRTSESPGRGKHPLRAELRVMAEGRELILDLEKNEHLFAPAYTETCYTASGNPQTSTLKSEDHCFYHGTVRDVDESSVTLSTCRGIRGLIIVRSNLSYIIEPVPNSDSQHRIYRSEHLTLPPGNCGFEHSGPTSKDWALQFTHQTKKQPRRMKREDLHSMKYVELYLVADYAEFQKNRHDQDATKRKLMEIANYVDKFYRSLNIRIALVGLEVWTHGDKCEVSENPYSTLWSFLSWRRKLLAQKSHDNAQ.... Result: 1 (interaction). (4) The protein sequence of the target gene is MTGKSVKDVDRYQAVLANLLLEEDNKFCADCQSKGPRWASWNIGVFICIRCAGIHRNLGVHISRVKSVNLDQWTQEQIQCMQEMGNGKANRLYEAYLPETFRRPQIDPAVEGFIRDKYEKKKYMDRSLDINVLRKEKDDKWKRGNEPAPEKKMEPVVFEKVKMPQKKEDAQLPRKSSPKSAAPVMDLLGLDAPVACSIANSKTSNALEKDLDLLASVPSPSSVSRKAVGSMPTAGSAGSVPENLNLFPEPGSKSEETGKKQLSKDSILSLYGSQTPQMPAQAMFMAPAQMAYPTAYPSFP.... The miRNA is hsa-miR-20a-3p with sequence ACUGCAUUAUGAGCACUUAAAG. Result: 0 (no interaction). (5) The miRNA is bta-miR-221 with sequence AGCUACAUUGUCUGCUGGGUUU. The protein sequence of the target gene is MSDFDEFERQLNENKQERDKENRHRKRSHSRSRSRDRKRRSRSRDRRNRDQRSASRDRRRRSKPLTRGAKEEHGGLIRSPRHEKKKKVRKYWDVPPPGFEHITPMQYKAMQAAGQIPATALLPTMTPDGLAVTPTPVPVVGSQMTRQARRLYVGNIPFGITEEAMMDFFNAQMRLGGLTQAPGNPVLAVQINQDKNFAFLEFRSVDETTQAMAFDGIIFQGQSLKIRRPHDYQPLPGMSENPSVYVPGVVSTVVPDSAHKLFIGGLPNYLNDDQVKELLTSFGPLKAFNLVKDSATGLSK.... Result: 0 (no interaction). (6) The miRNA is hsa-miR-1307-3p with sequence ACUCGGCGUGGCGUCGGUCGUG. The protein sequence of the target gene is MKLRSKAAALLLLALAVLLLALLSLRARRDPEPPGFPARPEAAPQRRHAPVPTLPPEPRAFPGAAGRRSPRRQPPRLRPRAGRPRAASREKLARRPGETRSLHSVPPELWIHLAVVACGNRLEETLVMLKSAVLFSHRKMRFHIFTEDALKPEFDKQLRQWPDSYTKKFEHRLYPITFSVGNPQEWKKLFKPCAAQRLFLPAILKDVDSLLYVDTDVLFLRPVDDIWKLLRQFNSTQLAAMAPEHEIPKIGWYSRFARHPFYGSAGVNSGVMLMNLTRIRNTQFKNSLIPAGLAWEEMLL.... Result: 0 (no interaction).